From a dataset of Forward reaction prediction with 1.9M reactions from USPTO patents (1976-2016). Predict the product of the given reaction. (1) The product is: [C:3]([O:7][C:8]([N:10]1[CH2:11][CH2:12][C:13]2([C:17](=[O:18])[N:16]([CH2:26][C:25]3[CH:28]=[CH:29][C:22]([Br:21])=[CH:23][CH:24]=3)[CH2:15][CH2:14]2)[CH2:19][CH2:20]1)=[O:9])([CH3:6])([CH3:4])[CH3:5]. Given the reactants [H-].[Na+].[C:3]([O:7][C:8]([N:10]1[CH2:20][CH2:19][C:13]2([C:17](=[O:18])[NH:16][CH2:15][CH2:14]2)[CH2:12][CH2:11]1)=[O:9])([CH3:6])([CH3:5])[CH3:4].[Br:21][C:22]1[CH:29]=[CH:28][C:25]([CH2:26]Br)=[CH:24][CH:23]=1.O, predict the reaction product. (2) Given the reactants [F:1][C:2]1[CH:7]=[CH:6][C:5]([NH:8][C:9]([C:11]2[O:15][C:14]([CH3:16])=[N:13][C:12]=2[CH3:17])=[O:10])=[CH:4][C:3]=1[C:18]1[N:19]=[C:20]2[N:25]=[CH:24][C:23]([CH:26]=[CH2:27])=[CH:22][N:21]2[CH:28]=1.[NH:29]1[CH2:34][CH2:33][O:32][CH2:31][CH2:30]1.[OH-].C1([N+](C)(C)C)C=CC=CC=1, predict the reaction product. The product is: [F:1][C:2]1[CH:7]=[CH:6][C:5]([NH:8][C:9]([C:11]2[O:15][C:14]([CH3:16])=[N:13][C:12]=2[CH3:17])=[O:10])=[CH:4][C:3]=1[C:18]1[N:19]=[C:20]2[N:25]=[CH:24][C:23]([CH:26]([N:29]3[CH2:34][CH2:33][O:32][CH2:31][CH2:30]3)[CH3:27])=[CH:22][N:21]2[CH:28]=1. (3) Given the reactants N(CC[O:6]CCOCCOCCN)=[N+]=[N-].[CH:16]1([N:22]=[C:23]=[N:24][CH:25]2[CH2:30][CH2:29][CH2:28][CH2:27][CH2:26]2)[CH2:21][CH2:20][CH2:19][CH2:18][CH2:17]1.C(O)(=O)CC[C@H](NC(C1C=CC(NCC2N=C3C(N=C(NC3=O)N)=NC=2)=CC=1)=O)C(O)=O, predict the reaction product. The product is: [C:23]([NH:22][CH:16]1[CH2:17][CH2:18][CH2:19][CH2:20][CH2:21]1)([NH:24][CH:25]1[CH2:30][CH2:29][CH2:28][CH2:27][CH2:26]1)=[O:6]. (4) The product is: [C:31]([O:30][C:28]([NH:27][CH2:26][C:20]1[N:19]([CH2:35][CH2:36][CH2:37][CH2:38][CH3:39])[C:18]2=[C:13]3[CH2:12][N:11]4[C:40](=[CH:41][C:42]5[C@:5]([CH2:45][CH3:46])([OH:4])[C:6](=[O:44])[O:7][CH2:8][C:9]=5[C:10]4=[O:43])[C:14]3=[N:15][C:16]3[C:17]2=[C:22]([CH:23]=[CH:24][CH:25]=3)[N:21]=1)=[O:29])([CH3:32])([CH3:33])[CH3:34]. Given the reactants C([O:4][C@@:5]1([CH2:45][CH3:46])[C:42]2[CH:41]=[C:40]3[N:11]([CH2:12][C:13]4[C:14]3=[N:15][C:16]3[C:17]5[C:18]=4[N:19]([CH2:35][CH2:36][CH2:37][CH2:38][CH3:39])[C:20]([CH2:26][NH:27][C:28]([O:30][C:31]([CH3:34])([CH3:33])[CH3:32])=[O:29])=[N:21][C:22]=5[CH:23]=[CH:24][CH:25]=3)[C:10](=[O:43])[C:9]=2[CH2:8][O:7][C:6]1=[O:44])(=O)C.NN.Cl, predict the reaction product. (5) Given the reactants Br[C:2]1[CH:24]=[CH:23][C:5]([O:6][CH2:7][CH:8]2[CH2:13][CH2:12][N:11]([CH2:14][C:15]3([C:19]([F:22])([F:21])[F:20])[CH2:18][CH2:17][CH2:16]3)[CH2:10][CH2:9]2)=[CH:4][C:3]=1[F:25].[CH2:26]([O:28][C:29]([C:31]1[CH:36]=[CH:35][C:34](B(O)O)=[CH:33][C:32]=1[F:40])=[O:30])[CH3:27].C([O-])([O-])=O.[Cs+].[Cs+].COCCOC, predict the reaction product. The product is: [F:25][C:3]1[CH:4]=[C:5]([O:6][CH2:7][CH:8]2[CH2:13][CH2:12][N:11]([CH2:14][C:15]3([C:19]([F:22])([F:21])[F:20])[CH2:18][CH2:17][CH2:16]3)[CH2:10][CH2:9]2)[CH:23]=[CH:24][C:2]=1[C:34]1[CH:35]=[CH:36][C:31]([C:29]([O:28][CH2:26][CH3:27])=[O:30])=[C:32]([F:40])[CH:33]=1. (6) The product is: [CH3:16][O:15][C:12]1[N:11]=[CH:10][C:9]([NH:8][C:5]2[C:4]([C:17]3[N:25]=[C:24]([CH3:26])[N:23]=[C:22]4[C:18]=3[N:19]=[CH:20][NH:21]4)=[CH:3][C:2]([NH:33][C:34]3[CH:39]=[CH:38][CH:37]=[CH:36][CH:35]=3)=[CH:7][N:6]=2)=[CH:14][CH:13]=1. Given the reactants Cl[C:2]1[CH:3]=[C:4]([C:17]2[N:25]=[C:24]([CH3:26])[N:23]=[C:22]3[C:18]=2[N:19]=[CH:20][N:21]3C2CCCCO2)[C:5]([NH:8][C:9]2[CH:10]=[N:11][C:12]([O:15][CH3:16])=[CH:13][CH:14]=2)=[N:6][CH:7]=1.[NH2:33][C:34]1[CH:39]=[CH:38][CH:37]=[CH:36][CH:35]=1.CC(C)([O-])C.[Na+].C(P(C(C)(C)C)C1C=CC=CC=1C1C(C(C)C)=CC(C(C)C)=CC=1C(C)C)(C)(C)C.Cl, predict the reaction product. (7) Given the reactants Br[C:2]1[N:10]([CH2:11][O:12][CH2:13][CH2:14][Si:15]([CH3:18])([CH3:17])[CH3:16])[C:9]2[C:8](=[O:19])[N:7]([CH3:20])[C:6](=[O:21])[N:5]([CH3:22])[C:4]=2[N:3]=1.O.O.O.O.O.O.O.O.O.[S-2:32].[Na+].[Na+], predict the reaction product. The product is: [SH:32][C:2]1[N:10]([CH2:11][O:12][CH2:13][CH2:14][Si:15]([CH3:18])([CH3:17])[CH3:16])[C:9]2[C:8](=[O:19])[N:7]([CH3:20])[C:6](=[O:21])[N:5]([CH3:22])[C:4]=2[N:3]=1. (8) Given the reactants [CH3:1][C:2]1[CH:3]=[C:4]([NH:17][C:18]2[N:23]=[C:22]([C:24]([F:27])([F:26])[F:25])[CH:21]=[CH:20][N:19]=2)[CH:5]=[C:6](B2OC(C)(C)C(C)(C)O2)[CH:7]=1.Br[C:29]1[CH:30]=[CH:31][C:32]([C:35]([OH:37])=[O:36])=[N:33][CH:34]=1.C(=O)([O-])[O-].[Na+].[Na+], predict the reaction product. The product is: [CH3:1][C:2]1[CH:7]=[C:6]([C:29]2[CH:30]=[CH:31][C:32]([C:35]([OH:37])=[O:36])=[N:33][CH:34]=2)[CH:5]=[C:4]([NH:17][C:18]2[N:23]=[C:22]([C:24]([F:27])([F:25])[F:26])[CH:21]=[CH:20][N:19]=2)[CH:3]=1. (9) Given the reactants [Cl:1][C:2]1[CH:46]=[CH:45][C:5]([C:6]2[C:11]([C:12]3[CH:21]=[CH:20][C:19]4[C:14](=[CH:15][CH:16]=[C:17]([C:22]5[N:26]([CH:27]6[CH2:32][CH2:31][CH2:30][CH2:29][CH2:28]6)[C:25]6[CH:33]=[CH:34][C:35]([C:37]([OH:39])=[O:38])=[CH:36][C:24]=6[N:23]=5)[CH:18]=4)[N:13]=3)=[CH:10][C:9]([O:40][CH2:41][CH2:42]OC)=[CH:8][CH:7]=2)=[CH:4][CH:3]=1.Br[CH2:48][CH2:49][CH2:50]Br.BrCCOC.[NH:57]1[CH2:61]CC[CH2:58]1, predict the reaction product. The product is: [Cl:1][C:2]1[CH:46]=[CH:45][C:5]([C:6]2[C:11]([C:12]3[CH:21]=[CH:20][C:19]4[C:14](=[CH:15][CH:16]=[C:17]([C:22]5[N:26]([CH:27]6[CH2:32][CH2:31][CH2:30][CH2:29][CH2:28]6)[C:25]6[CH:33]=[CH:34][C:35]([C:37]([OH:39])=[O:38])=[CH:36][C:24]=6[N:23]=5)[CH:18]=4)[N:13]=3)=[CH:10][C:9]([O:40][CH2:41][CH2:42][CH2:58][N:57]3[CH2:61][CH2:50][CH2:49][CH2:48]3)=[CH:8][CH:7]=2)=[CH:4][CH:3]=1.